This data is from HIV replication inhibition screening data with 41,000+ compounds from the AIDS Antiviral Screen. The task is: Binary Classification. Given a drug SMILES string, predict its activity (active/inactive) in a high-throughput screening assay against a specified biological target. (1) The drug is CN(C)CC1C2C=CC(C3CC23)C1CN(C)C. The result is 0 (inactive). (2) The result is 0 (inactive). The molecule is Nc1ccccc1-c1nc2c(ccc3ccccc32)[nH]1.